The task is: Predict the product of the given reaction.. This data is from Forward reaction prediction with 1.9M reactions from USPTO patents (1976-2016). (1) Given the reactants F[C:2]1[CH:7]=[CH:6][C:5]([CH3:8])=[CH:4][C:3]=1[N+:9]([O-:11])=[O:10].[C:12]1([NH2:18])[CH:17]=[CH:16][CH:15]=[CH:14][CH:13]=1, predict the reaction product. The product is: [CH3:8][C:5]1[CH:6]=[CH:7][C:2]([NH:18][C:12]2[CH:17]=[CH:16][CH:15]=[CH:14][CH:13]=2)=[C:3]([N+:9]([O-:11])=[O:10])[CH:4]=1. (2) Given the reactants [CH3:1][C:2]1[CH:7]=[C:6]([NH2:8])[CH:5]=[C:4]([CH3:9])[N:3]=1.C1N=CN([C:15]([N:17]2C=N[CH:19]=[CH:18]2)=[O:16])C=1, predict the reaction product. The product is: [CH3:1][C:2]1[CH:7]=[C:6]([NH:8][C:15]([NH:17][C:18]2[CH:19]=[C:4]([CH3:5])[N:3]=[C:2]([CH3:7])[CH:1]=2)=[O:16])[CH:5]=[C:4]([CH3:9])[N:3]=1. (3) The product is: [I:2][C:3]1[CH:4]=[C:5]2[C:10](=[CH:11][CH:12]=1)[O:9][C@@H:8]([CH2:13][NH:14][C:23](=[O:24])[O:22][CH2:15][C:16]1[CH:21]=[CH:20][CH:19]=[CH:18][CH:17]=1)[CH2:7][CH2:6]2. Given the reactants Cl.[I:2][C:3]1[CH:4]=[C:5]2[C:10](=[CH:11][CH:12]=1)[O:9][C@@H:8]([CH2:13][NH2:14])[CH2:7][CH2:6]2.[CH2:15]([O:22][C:23](Cl)=[O:24])[C:16]1[CH:21]=[CH:20][CH:19]=[CH:18][CH:17]=1.[OH-].[Na+], predict the reaction product.